The task is: Predict the reaction yield, written as a fraction of the theoretical maximum amount of product (1.0 means a 100% yield; for example, 0.34 means a 34% yield).. This data is from Reaction yield outcomes from USPTO patents with 853,638 reactions. (1) The reactants are [Br:1]N1C(=O)CCC1=O.[F:9][CH:10]([F:28])[O:11][C:12]1[CH:13]=[CH:14][C:15]2[N:16]([N:18]=[C:19]([C:21]3[CH:26]=[CH:25][CH:24]=[C:23]([F:27])[CH:22]=3)[CH:20]=2)[N:17]=1.C(=O)(O)[O-].[Na+]. The catalyst is CN(C=O)C.C(OCC)(=O)C. The product is [Br:1][C:20]1[C:19]([C:21]2[CH:26]=[CH:25][CH:24]=[C:23]([F:27])[CH:22]=2)=[N:18][N:16]2[C:15]=1[CH:14]=[CH:13][C:12]([O:11][CH:10]([F:9])[F:28])=[N:17]2. The yield is 0.910. (2) The reactants are C(NC(C)C)(C)C.[Li]CCCC.[C:13]([O:18][CH2:19][CH3:20])(=[O:17])[CH:14]([CH3:16])[CH3:15].Br[CH2:22][C:23]1[CH:28]=[CH:27][CH:26]=[CH:25][C:24]=1[C:29]([F:32])([F:31])[F:30]. The catalyst is C1COCC1. The product is [CH3:15][C:14]([CH3:16])([CH2:22][C:23]1[CH:28]=[CH:27][CH:26]=[CH:25][C:24]=1[C:29]([F:32])([F:31])[F:30])[C:13]([O:18][CH2:19][CH3:20])=[O:17]. The yield is 0.800. (3) The reactants are Br[C:2]1[C:3]([C:16]2[CH:21]=[CH:20][CH:19]=[CH:18][CH:17]=2)=[N:4][C:5]2[C:10]([N:11]=1)=[CH:9][C:8]([C:12]([O:14]C)=[O:13])=[CH:7][CH:6]=2.[C:22]1([C:28]2[CH:33]=[CH:32][C:31](B(O)O)=[CH:30][CH:29]=2)[CH:27]=[CH:26][CH:25]=[CH:24][CH:23]=1. No catalyst specified. The product is [C:16]1([C:3]2[C:2]([C:31]3[CH:32]=[CH:33][C:28]([C:22]4[CH:27]=[CH:26][CH:25]=[CH:24][CH:23]=4)=[CH:29][CH:30]=3)=[N:11][C:10]3[C:5](=[CH:6][CH:7]=[C:8]([C:12]([OH:14])=[O:13])[CH:9]=3)[N:4]=2)[CH:17]=[CH:18][CH:19]=[CH:20][CH:21]=1. The yield is 0.510. (4) The catalyst is C(COC)OC.O.C1C=CC(P(C2C=CC=CC=2)[C-]2C=CC=C2)=CC=1.C1C=CC(P(C2C=CC=CC=2)[C-]2C=CC=C2)=CC=1.Cl[Pd]Cl.[Fe+2]. The yield is 0.470. The product is [Cl:1][C:2]1[CH:3]=[C:4]2[C:8](=[CH:9][CH:10]=1)[NH:7][CH:6]=[C:5]2[CH2:11][CH2:12][NH:13][C:14](=[O:23])[C:15]1[CH:20]=[CH:19][CH:18]=[C:17]([CH2:21][C:26]2[CH:27]=[CH:28][S:24][CH:25]=2)[CH:16]=1. The reactants are [Cl:1][C:2]1[CH:3]=[C:4]2[C:8](=[CH:9][CH:10]=1)[NH:7][CH:6]=[C:5]2[CH2:11][CH2:12][NH:13][C:14](=[O:23])[C:15]1[CH:20]=[CH:19][CH:18]=[C:17]([CH2:21]Cl)[CH:16]=1.[S:24]1[CH:28]=[CH:27][C:26](B(O)O)=[CH:25]1.ClCCl.C(=O)([O-])[O-].[Na+].[Na+].[I-].[Na+].